Dataset: Reaction yield outcomes from USPTO patents with 853,638 reactions. Task: Predict the reaction yield, written as a fraction of the theoretical maximum amount of product (1.0 means a 100% yield; for example, 0.34 means a 34% yield). (1) The reactants are [NH2:1][C:2]1[CH:38]=[CH:37][C:5]([CH2:6][NH:7][C:8]([O:10][C@H:11]([C:22]2[CH:27]=[CH:26][C:25]([O:28][CH:29]([F:31])[F:30])=[C:24]([O:32][CH2:33][CH:34]3[CH2:36][CH2:35]3)[CH:23]=2)[CH2:12][C:13]2[C:18]([Cl:19])=[CH:17][N+:16]([O-:20])=[CH:15][C:14]=2[Cl:21])=[O:9])=[CH:4][CH:3]=1.[CH3:39][S:40](Cl)(=[O:42])=[O:41]. The catalyst is C(Cl)Cl. The product is [Cl:19][C:18]1[CH:17]=[N+:16]([O-:20])[CH:15]=[C:14]([Cl:21])[C:13]=1[CH2:12][C@@H:11]([C:22]1[CH:27]=[CH:26][C:25]([O:28][CH:29]([F:30])[F:31])=[C:24]([O:32][CH2:33][CH:34]2[CH2:36][CH2:35]2)[CH:23]=1)[O:10][C:8](=[O:9])[NH:7][CH2:6][C:5]1[CH:4]=[CH:3][C:2]([N:1]([S:40]([CH3:39])(=[O:42])=[O:41])[S:40]([CH3:39])(=[O:42])=[O:41])=[CH:38][CH:37]=1. The yield is 0.900. (2) The reactants are [CH3:1][N:2]1[CH:6]=[CH:5][N:4]=[CH:3]1.[Br:7][CH2:8][CH2:9][CH2:10][CH2:11][CH2:12][CH2:13][CH2:14][CH2:15][CH2:16][CH3:17]. The catalyst is C1(C)C=CC=CC=1. The product is [Br-:7].[CH3:1][N+:2]1[CH:6]=[CH:5][N:4]([CH2:8][CH2:9][CH2:10][CH2:11][CH2:12][CH2:13][CH2:14][CH2:15][CH2:16][CH3:17])[CH:3]=1. The yield is 0.950. (3) The reactants are C[O:2][C:3]([C:5]1[CH:20]=[CH:19][C:8]2[N:9]([CH2:13][O:14][CH2:15][CH2:16][O:17][CH3:18])[C:10]([Cl:12])=[N:11][C:7]=2[CH:6]=1)=O.C1(NC(C2C=CC3NC(N4C=C(C(O)=O)C=N4)=NC=3C=2)=O)C=CC=CC=1.[H-].[Al+3].[Li+].[H-].[H-].[H-].Cl. The catalyst is O.C1COCC1. The product is [Cl:12][C:10]1[N:9]([CH2:13][O:14][CH2:15][CH2:16][O:17][CH3:18])[C:8]2[CH:19]=[CH:20][C:5]([CH2:3][OH:2])=[CH:6][C:7]=2[N:11]=1. The yield is 0.780. (4) The reactants are [H-].[Na+].[I-].[CH3:4][S+](C)(C)=O.[CH3:9][O:10][C:11]1[C:16]([CH3:17])=[CH:15][C:14]([N+:18]([O-:20])=[O:19])=[CH:13][N:12]=1. The catalyst is CS(C)=O. The product is [CH3:9][O:10][C:11]1[C:16]([CH3:17])=[CH:15][C:14]([N+:18]([O-:20])=[O:19])=[C:13]([CH3:4])[N:12]=1. The yield is 0.410. (5) The reactants are [NH2:1][C:2]1[CH:7]=[C:6]([O:8][C:9]2[CH:14]=[CH:13][C:12]([N+:15]([O-:17])=[O:16])=[CH:11][C:10]=2[F:18])[CH:5]=[CH:4][N:3]=1.[C:19]([O:23][C:24]([N:26]1[CH2:31][CH2:30][CH:29]([CH2:32][C:33](O)=[O:34])[CH2:28][CH2:27]1)=[O:25])([CH3:22])([CH3:21])[CH3:20].C(N(CC)CC)C.CN([P+](ON1N=NC2C=CC=CC1=2)(N(C)C)N(C)C)C.F[P-](F)(F)(F)(F)F. The catalyst is CN(C)C=O. The product is [F:18][C:10]1[CH:11]=[C:12]([N+:15]([O-:17])=[O:16])[CH:13]=[CH:14][C:9]=1[O:8][C:6]1[CH:5]=[CH:4][N:3]=[C:2]([NH:1][C:33]([CH2:32][CH:29]2[CH2:28][CH2:27][N:26]([C:24]([O:23][C:19]([CH3:22])([CH3:21])[CH3:20])=[O:25])[CH2:31][CH2:30]2)=[O:34])[CH:7]=1. The yield is 0.430.